Dataset: Forward reaction prediction with 1.9M reactions from USPTO patents (1976-2016). Task: Predict the product of the given reaction. Given the reactants [OH:1][CH:2]1[C:6]2([CH2:8][CH2:7]2)[CH2:5][N:4]([C:9]([O:11][C:12]([CH3:15])([CH3:14])[CH3:13])=[O:10])[CH2:3]1.F[C:17]1[C:18]([N+:23]([O-:25])=[O:24])=[N:19][CH:20]=[CH:21][CH:22]=1, predict the reaction product. The product is: [N+:23]([C:18]1[C:17]([O:1][CH:2]2[C:6]3([CH2:7][CH2:8]3)[CH2:5][N:4]([C:9]([O:11][C:12]([CH3:15])([CH3:14])[CH3:13])=[O:10])[CH2:3]2)=[CH:22][CH:21]=[CH:20][N:19]=1)([O-:25])=[O:24].